From a dataset of Forward reaction prediction with 1.9M reactions from USPTO patents (1976-2016). Predict the product of the given reaction. (1) Given the reactants [CH3:1][C:2]([O:5][C:6]([NH:8][C@@H:9]([C:16]([OH:18])=O)[C:10]1[CH:15]=[CH:14][CH:13]=[CH:12][CH:11]=1)=[O:7])([CH3:4])[CH3:3].C1C=C2[N:25]=NN(O)C2=CC=1.O.C(Cl)CCl.[NH4+].[OH-], predict the reaction product. The product is: [NH2:25][C:16](=[O:18])[C@H:9]([NH:8][C:6](=[O:7])[O:5][C:2]([CH3:4])([CH3:3])[CH3:1])[C:10]1[CH:15]=[CH:14][CH:13]=[CH:12][CH:11]=1. (2) The product is: [CH2:47]([N:27]([CH2:28][C@H:29]([OH:46])[CH2:30][O:31][C:32]1[CH:33]=[CH:34][C:35]([O:38][CH2:39][C:40]2[CH:41]=[CH:42][CH:43]=[CH:44][CH:45]=2)=[CH:36][CH:37]=1)[CH:25]1[CH2:24][N:23]([C:20]2[CH:19]=[CH:18][C:17]([NH:16][S:12]([C:9]3[CH:10]=[CH:11][C:6]([O:5][CH2:1][CH2:2][CH2:3][CH3:4])=[CH:7][CH:8]=3)(=[O:14])=[O:13])=[CH:22][CH:21]=2)[CH2:26]1)[C:48]1[CH:53]=[CH:52][CH:51]=[CH:50][CH:49]=1. Given the reactants [CH2:1]([O:5][C:6]1[CH:11]=[CH:10][C:9]([S:12](Cl)(=[O:14])=[O:13])=[CH:8][CH:7]=1)[CH2:2][CH2:3][CH3:4].[NH2:16][C:17]1[CH:22]=[CH:21][C:20]([N:23]2[CH2:26][CH:25]([N:27]([CH2:47][C:48]3[CH:53]=[CH:52][CH:51]=[CH:50][CH:49]=3)[CH2:28][C@H:29]([OH:46])[CH2:30][O:31][C:32]3[CH:37]=[CH:36][C:35]([O:38][CH2:39][C:40]4[CH:45]=[CH:44][CH:43]=[CH:42][CH:41]=4)=[CH:34][CH:33]=3)[CH2:24]2)=[CH:19][CH:18]=1.C(N(CC)CC)C.O, predict the reaction product. (3) Given the reactants [I:1][C:2]1[CH:10]=[CH:9][CH:8]=[C:4]([C:5](O)=[O:6])[C:3]=1[C:11]([NH:13][C@@H:14]([CH3:18])[CH2:15][S:16][CH3:17])=[O:12].C(=O)([O-])O.[Na+].ClC(OC)=O, predict the reaction product. The product is: [I:1][C:2]1[CH:10]=[CH:9][CH:8]=[C:4]2[C:3]=1[C:11](=[N:13][C@@H:14]([CH3:18])[CH2:15][S:16][CH3:17])[O:12][C:5]2=[O:6]. (4) The product is: [F:7][C:8]1[CH:9]=[CH:12][C:13]([S:18][C:20]2[CH:14]=[CH:15][CH:8]=[CH:9][C:12]=2[CH:1]=[O:4])=[CH:14][CH:15]=1. Given the reactants [C:1]([O-:4])([O-])=O.[K+].[K+].[F:7][C:8]1[CH:15]=[CH:14][CH:13]=[CH:12][C:9]=1C=O.O.C[S:18]([CH3:20])=O, predict the reaction product. (5) Given the reactants [F:1][C:2]1[CH:7]=[C:6]([F:8])[CH:5]=[CH:4][C:3]=1[C@@:9]1([CH2:13][N:14]2[CH:18]=[N:17][CH:16]=[N:15]2)[C@H:11]([CH3:12])[O:10]1.[CH3:19][C:20]1[CH:21]=[CH:22][C:23]([C:27]2[CH2:28][NH:29][CH2:30][CH2:31][CH:32]=2)=[N:24][C:25]=1[CH3:26].O.O.O.Cl([O-])(=O)(=O)=O.[Li+], predict the reaction product. The product is: [F:1][C:2]1[CH:7]=[C:6]([F:8])[CH:5]=[CH:4][C:3]=1[C@:9]([OH:10])([C@H:11]([N:29]1[CH2:30][CH2:31][CH:32]=[C:27]([C:23]2[CH:22]=[CH:21][C:20]([CH3:19])=[C:25]([CH3:26])[N:24]=2)[CH2:28]1)[CH3:12])[CH2:13][N:14]1[CH:18]=[N:17][CH:16]=[N:15]1. (6) Given the reactants C(=O)([O-])[O-].[K+].[K+].[C:7]1([C@H:17]([NH2:19])[CH3:18])[C:16]2[C:11](=[CH:12][CH:13]=[CH:14][CH:15]=2)[CH:10]=[CH:9][CH:8]=1.[Cl:20][CH2:21][CH:22]=[CH:23][C:24]1[CH:29]=[CH:28][CH:27]=[C:26]([C:30]([F:33])([F:32])[F:31])[CH:25]=1.Cl, predict the reaction product. The product is: [ClH:20].[C:7]1([C@H:17]([NH:19][CH2:21][CH:22]=[CH:23][C:24]2[CH:29]=[CH:28][CH:27]=[C:26]([C:30]([F:31])([F:32])[F:33])[CH:25]=2)[CH3:18])[C:16]2[C:11](=[CH:12][CH:13]=[CH:14][CH:15]=2)[CH:10]=[CH:9][CH:8]=1. (7) Given the reactants [CH2:1]([O:3][C:4]([C:6]1[NH:7][C:8]2[C:13]([CH:14]=1)=[C:12]([Cl:15])[C:11]([O:16][C:17]1[CH:22]=[CH:21][C:20]([O:23][CH3:24])=[C:19]([CH:25]([CH3:27])[CH3:26])[CH:18]=1)=[C:10]([Cl:28])[CH:9]=2)=[O:5])C.[H-].[Na+].I[CH3:32], predict the reaction product. The product is: [CH3:1][O:3][C:4]([C:6]1[N:7]([CH3:32])[C:8]2[C:13]([CH:14]=1)=[C:12]([Cl:15])[C:11]([O:16][C:17]1[CH:22]=[CH:21][C:20]([O:23][CH3:24])=[C:19]([CH:25]([CH3:26])[CH3:27])[CH:18]=1)=[C:10]([Cl:28])[CH:9]=2)=[O:5]. (8) Given the reactants [Cl:1][CH2:2][C:3]1[CH:11]=[CH:10][C:6]([C:7](O)=[O:8])=[CH:5][CH:4]=1.B.C1COCC1, predict the reaction product. The product is: [Cl:1][CH2:2][C:3]1[CH:11]=[CH:10][C:6]([CH2:7][OH:8])=[CH:5][CH:4]=1. (9) Given the reactants [Br:1][C:2]1[CH:3]=[C:4]([N:9]2[CH:13]=[CH:12][CH:11]=[CH:10]2)[C:5]([NH2:8])=[N:6][CH:7]=1.Cl[C:15](Cl)([O:17]C(=O)OC(Cl)(Cl)Cl)Cl, predict the reaction product. The product is: [Br:1][C:2]1[CH:7]=[N:6][C:5]2[NH:8][C:15](=[O:17])[C:13]3[N:9]([CH:10]=[CH:11][CH:12]=3)[C:4]=2[CH:3]=1.